From a dataset of Full USPTO retrosynthesis dataset with 1.9M reactions from patents (1976-2016). Predict the reactants needed to synthesize the given product. (1) The reactants are: [F:8][C:7]([F:10])([F:9])[C:6](O[C:6](=[O:11])[C:7]([F:10])([F:9])[F:8])=[O:11].[CH3:14][O:15][C:16]1[CH:21]=[CH:20][CH:19]=[CH:18][C:17]=1[CH:22]1[CH2:26][CH2:25][NH:24][CH2:23]1. Given the product [F:10][C:7]([F:8])([F:9])[C:6]([N:24]1[CH2:25][CH2:26][CH:22]([C:17]2[CH:18]=[CH:19][CH:20]=[CH:21][C:16]=2[O:15][CH3:14])[CH2:23]1)=[O:11], predict the reactants needed to synthesize it. (2) Given the product [F:54][C:55]1[CH:61]=[CH:60][C:58]([NH:59][C:28](=[O:29])[C:27]([N:22]([CH2:23][CH:24]([CH3:26])[CH3:25])[C@H:10]2[CH2:11][C@@H:12]([C:14]([N:16]3[CH2:21][CH2:20][O:19][CH2:18][CH2:17]3)=[O:15])[CH2:13][N:8]([C:6]([O:5][C:1]([CH3:3])([CH3:2])[CH3:4])=[O:7])[CH2:9]2)=[O:31])=[C:57]([NH:62][CH2:63][CH2:64][CH2:65][CH2:66][O:67][CH3:68])[CH:56]=1, predict the reactants needed to synthesize it. The reactants are: [C:1]([O:5][C:6]([N:8]1[CH2:13][C@H:12]([C:14]([N:16]2[CH2:21][CH2:20][O:19][CH2:18][CH2:17]2)=[O:15])[CH2:11][C@H:10]([N:22]([C:27](=[O:31])[C:28](O)=[O:29])[CH2:23][CH:24]([CH3:26])[CH3:25])[CH2:9]1)=[O:7])([CH3:4])([CH3:3])[CH3:2].C1C=CC2N(O)N=NC=2C=1.CCN=C=NCCCN(C)C.Cl.[F:54][C:55]1[CH:61]=[CH:60][C:58]([NH2:59])=[C:57]([NH:62][CH2:63][CH2:64][CH2:65][CH2:66][O:67][CH3:68])[CH:56]=1.C(N(C(C)C)CC)(C)C. (3) Given the product [F:24][C:14]1[C:13]([C@@H:11]([C:8]2[N:6]3[N:7]=[C:2]([N:28]4[CH2:29][CH2:30][N:25]([C:31]([NH2:33])=[O:32])[CH2:26][CH2:27]4)[CH:3]=[CH:4][C:5]3=[N:10][CH:9]=2)[CH3:12])=[C:22]([F:23])[CH:21]=[C:20]2[C:15]=1[CH:16]=[CH:17][CH:18]=[N:19]2, predict the reactants needed to synthesize it. The reactants are: Cl[C:2]1[CH:3]=[CH:4][C:5]2[N:6]([C:8]([C@H:11]([C:13]3[C:14]([F:24])=[C:15]4[C:20](=[CH:21][C:22]=3[F:23])[N:19]=[CH:18][CH:17]=[CH:16]4)[CH3:12])=[CH:9][N:10]=2)[N:7]=1.[N:25]1([C:31]([NH2:33])=[O:32])[CH2:30][CH2:29][NH:28][CH2:27][CH2:26]1. (4) Given the product [CH3:40][N:3]([CH3:2])[C:4]1[CH:5]=[C:6]2[C:15](=[CH:16][CH:17]=1)[C:14]([C:18]1[C:19]([OH:36])=[CH:20][C:21]([N:26]([CH2:34][CH3:35])[CH2:27][CH2:28][CH2:29][C:30]([O-:32])=[O:31])=[C:22]([O:24][CH3:25])[CH:23]=1)=[C:13]1[C:8](=[CH:9][C:10](=[N+:37]([CH3:39])[CH3:38])[CH:11]=[CH:12]1)[O:7]2, predict the reactants needed to synthesize it. The reactants are: [Cl-].[CH3:2][N:3]([CH3:40])[C:4]1[CH:5]=[C:6]2[C:15](=[CH:16][CH:17]=1)[C:14]([C:18]1[CH:23]=[C:22]([O:24][CH3:25])[C:21]([N:26]([CH2:34][CH3:35])[CH2:27][CH2:28][CH2:29][C:30]([O:32]C)=[O:31])=[CH:20][C:19]=1[OH:36])=[C:13]1[C:8](=[CH:9][C:10](=[N+:37]([CH3:39])[CH3:38])[CH:11]=[CH:12]1)[O:7]2.[OH-].[K+]. (5) Given the product [C:14]1([S:20][C:2]2[CH:7]=[CH:6][C:5]([C:8]3[CH:13]=[CH:12][CH:11]=[CH:10][CH:9]=3)=[CH:4][CH:3]=2)[CH:19]=[CH:18][CH:17]=[CH:16][CH:15]=1, predict the reactants needed to synthesize it. The reactants are: Br[C:2]1[CH:7]=[CH:6][C:5]([C:8]2[CH:13]=[CH:12][CH:11]=[CH:10][CH:9]=2)=[CH:4][CH:3]=1.[C:14]1([SH:20])[CH:19]=[CH:18][CH:17]=[CH:16][CH:15]=1.CC(C)([O-])C.[Na+].C(O)CCC. (6) Given the product [F:11][C:7]1[CH:8]=[CH:9][CH:10]=[C:5]2[C:6]=1[CH:12]=[C:14]([CH:15]1[CH2:23][CH2:22][N:21]([CH3:24])[CH2:20][CH2:19]1)[NH:3][C:4]2=[O:13], predict the reactants needed to synthesize it. The reactants are: C([N:3]([CH2:14][CH3:15])[C:4](=[O:13])[C:5]1[CH:10]=[CH:9][CH:8]=[C:7]([F:11])[C:6]=1[CH3:12])C.C(C1[CH2:23][CH2:22][N:21]([CH3:24])[CH2:20][CH2:19]1)#N. (7) Given the product [F:53][C:51]([F:52])([F:54])[C:49]1[CH:48]=[C:47]([C:55]([CH3:71])([CH3:72])[C:56]([N:58]([CH3:70])[C@H:59]2[C@H:63]([C:64]3[CH:69]=[CH:68][CH:67]=[CH:66][CH:65]=3)[CH2:62][N:61]([C:6]([C@H:2]3[CH2:3][CH2:4][CH2:5][O:1]3)=[O:8])[CH2:60]2)=[O:57])[CH:46]=[C:45]([C:44]([F:43])([F:73])[F:74])[CH:50]=1, predict the reactants needed to synthesize it. The reactants are: [O:1]1[CH2:5][CH2:4][CH2:3][C@@H:2]1[C:6]([OH:8])=O.CCN(CC)CC.F[P-](F)(F)(F)(F)F.N1(O[P+](N(C)C)(N(C)C)N(C)C)C2C=CC=CC=2N=N1.[F:43][C:44]([F:74])([F:73])[C:45]1[CH:46]=[C:47]([C:55]([CH3:72])([CH3:71])[C:56]([N:58]([CH3:70])[C@H:59]2[C@H:63]([C:64]3[CH:69]=[CH:68][CH:67]=[CH:66][CH:65]=3)[CH2:62][NH:61][CH2:60]2)=[O:57])[CH:48]=[C:49]([C:51]([F:54])([F:53])[F:52])[CH:50]=1.